Dataset: Reaction yield outcomes from USPTO patents with 853,638 reactions. Task: Predict the reaction yield, written as a fraction of the theoretical maximum amount of product (1.0 means a 100% yield; for example, 0.34 means a 34% yield). (1) The yield is 0.825. The reactants are [CH:1]1([C:4]2[CH:24]=[CH:23][C:7]([C:8]([C:10]3[C:11](=[O:22])[CH2:12][CH:13]([C:17]([O:19][CH2:20][CH3:21])=[O:18])[CH2:14][C:15]=3O)=[O:9])=[CH:6][CH:5]=2)[CH2:3][CH2:2]1.C(N(S(F)(F)[F:31])CC)C.O. The catalyst is ClCCl. The product is [CH:1]1([C:4]2[CH:24]=[CH:23][C:7]([C:8]([C:10]3[C:11](=[O:22])[CH2:12][CH:13]([C:17]([O:19][CH2:20][CH3:21])=[O:18])[CH2:14][C:15]=3[F:31])=[O:9])=[CH:6][CH:5]=2)[CH2:3][CH2:2]1. (2) The reactants are [CH3:1][CH:2]([CH3:32])[CH2:3][CH2:4][NH:5][C:6]([C:8]1[N:9]=[N:10][C:11]([N:14]2[CH2:19][CH2:18][N:17]([C:20](=[O:31])[C:21]3[CH:26]=[CH:25][CH:24]=[CH:23][C:22]=3[S:27](C)(=[O:29])=[O:28])[CH2:16][CH2:15]2)=[CH:12][CH:13]=1)=[O:7].C[Mg]Cl.C(B(CCCC)CCCC)CCC.C([O-])(=O)C.[Na+].[NH2:54]OS(O)(=O)=O. The catalyst is C1COCC1.C(OCC)(=O)C.O. The product is [CH3:1][CH:2]([CH3:32])[CH2:3][CH2:4][NH:5][C:6]([C:8]1[N:9]=[N:10][C:11]([N:14]2[CH2:19][CH2:18][N:17]([C:20](=[O:31])[C:21]3[CH:26]=[CH:25][CH:24]=[CH:23][C:22]=3[S:27](=[O:29])(=[O:28])[NH2:54])[CH2:16][CH2:15]2)=[CH:12][CH:13]=1)=[O:7]. The yield is 0.420. (3) The reactants are [NH2:1][C@@H:2]([CH2:6][C:7]1[CH:12]=[CH:11][CH:10]=[CH:9][CH:8]=1)[C:3]([OH:5])=[O:4].I[C:14]1[CH:19]=[CH:18][CH:17]=[CH:16][CH:15]=1.C([O-])([O-])=O.[K+].[K+].[Cl-].C(N(CC)CC)C. The catalyst is CC1C=CC=CC=1[P](C1C=CC=CC=1C)([Pd](Cl)(Cl)[P](C1=C(C)C=CC=C1)(C1C=CC=CC=1C)C1C=CC=CC=1C)C1C=CC=CC=1C.CN(C=O)C.O. The product is [C:7]1([CH2:6][CH:2]([NH:1][C:14]2[CH:19]=[CH:18][CH:17]=[CH:16][CH:15]=2)[C:3]([OH:5])=[O:4])[CH:12]=[CH:11][CH:10]=[CH:9][CH:8]=1. The yield is 0.560.